From a dataset of Catalyst prediction with 721,799 reactions and 888 catalyst types from USPTO. Predict which catalyst facilitates the given reaction. (1) Reactant: [N+:1]([C:4]1[C:12]2[O:11][C:10]([NH:13][CH:14]3[CH2:19][CH2:18][NH:17][CH2:16][CH2:15]3)=[N:9][C:8]=2[CH:7]=[CH:6][CH:5]=1)([O-:3])=[O:2].[CH2:20]([O:22][C:23]1[CH:24]=[C:25]([CH:28]=[C:29]([O:32][CH2:33][CH3:34])[C:30]=1[F:31])[CH:26]=O)[CH3:21].C([BH3-])#N.[Na+].C(N(C(C)C)C(C)C)C. Product: [CH2:20]([O:22][C:23]1[CH:24]=[C:25]([CH:28]=[C:29]([O:32][CH2:33][CH3:34])[C:30]=1[F:31])[CH2:26][N:17]1[CH2:18][CH2:19][CH:14]([NH:13][C:10]2[O:11][C:12]3[C:4]([N+:1]([O-:3])=[O:2])=[CH:5][CH:6]=[CH:7][C:8]=3[N:9]=2)[CH2:15][CH2:16]1)[CH3:21]. The catalyst class is: 212. (2) Reactant: [Br:1][C:2]1[O:6][C:5]([CH:7]([O:13][C:14]2[C:15]([F:24])=[C:16]([C:20]([F:23])=[CH:21][CH:22]=2)[C:17]([NH2:19])=[O:18])[CH2:8][O:9][CH2:10]CO)=[N:4][C:3]=1[C:25]1[CH:30]=[CH:29][C:28]([C:31]([F:34])([F:33])[F:32])=[CH:27][CH:26]=1.[BH4-].[Na+].BrC1O[C:41]([CH:43]([O:50][C:51]2[C:52](F)=C(C(F)=CC=2)C(N)=O)COCCOC)=[N:40][C:39]=1C1C=CC(C(F)(F)F)=CC=1. Product: [Br:1][C:2]1[O:6][C:5]([CH:7]([O:13][C:14]2[C:15]([F:24])=[C:16]([C:20]([F:23])=[CH:21][CH:22]=2)[C:17]([NH2:19])=[O:18])[CH2:8][O:9][CH2:10][CH2:39][N:40]2[CH2:41][CH2:43][O:50][CH2:51][CH2:52]2)=[N:4][C:3]=1[C:25]1[CH:30]=[CH:29][C:28]([C:31]([F:33])([F:34])[F:32])=[CH:27][CH:26]=1. The catalyst class is: 28. (3) Reactant: [C:1]([O:5][C:6]([N:8]([CH3:13])[CH2:9][C:10]([OH:12])=O)=[O:7])([CH3:4])([CH3:3])[CH3:2].[CH2:14]([O:21][C:22]([NH:24][NH2:25])=[O:23])[C:15]1[CH:20]=[CH:19][CH:18]=[CH:17][CH:16]=1.O.ON1C2C=CC=CC=2N=N1.C(N(CC)C(C)C)(C)C.Cl.C(N=C=NCCCN(C)C)C. Product: [CH2:14]([O:21][C:22]([NH:24][NH:25][C:10](=[O:12])[CH2:9][N:8]([C:6]([O:5][C:1]([CH3:2])([CH3:3])[CH3:4])=[O:7])[CH3:13])=[O:23])[C:15]1[CH:20]=[CH:19][CH:18]=[CH:17][CH:16]=1. The catalyst class is: 35. (4) Reactant: [C:1]([O:5][C:6](=[O:30])[CH2:7][C@@H:8]([CH2:20][S:21]([C:24]1[CH:29]=[CH:28][CH:27]=[CH:26][CH:25]=1)(=[O:23])=[O:22])[NH:9]C(OCC1C=CC=CC=1)=O)([CH3:4])([CH3:3])[CH3:2].[H][H]. Product: [C:1]([O:5][C:6](=[O:30])[CH2:7][C@@H:8]([CH2:20][S:21]([C:24]1[CH:29]=[CH:28][CH:27]=[CH:26][CH:25]=1)(=[O:23])=[O:22])[NH2:9])([CH3:4])([CH3:2])[CH3:3]. The catalyst class is: 285. (5) Reactant: [CH2:1]([O:3][C:4](=[O:14])[NH:5][C:6]1[CH:11]=[CH:10][C:9](Br)=[C:8]([CH3:13])[CH:7]=1)[CH3:2].[Li]CCCC.CN([CH:23]=[O:24])C. Product: [CH2:1]([O:3][C:4](=[O:14])[NH:5][C:6]1[CH:11]=[CH:10][C:9]([CH:23]=[O:24])=[C:8]([CH3:13])[CH:7]=1)[CH3:2]. The catalyst class is: 1. (6) Reactant: [NH2:1][C:2]1[C:6]([N+:7]([O-:9])=[O:8])=[CH:5][NH:4][N:3]=1.[C:10]1(=O)[O:15][C:13](=[O:14])[C:12]2=[CH:16][CH:17]=[CH:18][CH:19]=[C:11]12. Product: [N+:7]([C:6]1[C:2]([N:1]2[C:13](=[O:14])[C:12]3[C:11](=[CH:19][CH:18]=[CH:17][CH:16]=3)[C:10]2=[O:15])=[N:3][NH:4][CH:5]=1)([O-:9])=[O:8]. The catalyst class is: 52. (7) Reactant: [C:1]([O:5][C:6]([N:8]([CH2:35][C@@H:36]([C:38]1[CH:43]=[CH:42][CH:41]=[C:40]([Cl:44])[CH:39]=1)[OH:37])[CH2:9][CH2:10][NH:11][C:12]1[CH:17]=[CH:16][C:15]([C:18]2[CH:23]=[CH:22][C:21]([C:24]([O:26]C)=[O:25])=[C:20]([O:28][CH:29]3[CH2:34][CH2:33][CH2:32][CH2:31][CH2:30]3)[CH:19]=2)=[CH:14][CH:13]=1)=[O:7])([CH3:4])([CH3:3])[CH3:2].[OH-].[Na+]. Product: [C:1]([O:5][C:6]([N:8]([CH2:35][C@@H:36]([C:38]1[CH:43]=[CH:42][CH:41]=[C:40]([Cl:44])[CH:39]=1)[OH:37])[CH2:9][CH2:10][NH:11][C:12]1[CH:13]=[CH:14][C:15]([C:18]2[CH:23]=[CH:22][C:21]([C:24]([OH:26])=[O:25])=[C:20]([O:28][CH:29]3[CH2:34][CH2:33][CH2:32][CH2:31][CH2:30]3)[CH:19]=2)=[CH:16][CH:17]=1)=[O:7])([CH3:4])([CH3:2])[CH3:3]. The catalyst class is: 111. (8) Reactant: [C:1](Cl)(=[O:11])[CH2:2][CH2:3][CH2:4][CH2:5][CH2:6]CCCC.[CH2:13]([O:20][C:21]1[CH:22]=[C:23]([CH:37]=[CH:38][CH:39]=1)[C:24]([NH:26][C:27]1[CH:32]=[CH:31][CH:30]=[CH:29][C:28]=1[S:33](=[O:36])(=[O:35])[NH2:34])=[O:25])[CH2:14][CH2:15][CH2:16][CH2:17][CH2:18][CH3:19]. Product: [CH2:13]([O:20][C:21]1[CH:22]=[C:23]([CH:37]=[CH:38][CH:39]=1)[C:24]([NH:26][C:27]1[CH:32]=[CH:31][CH:30]=[CH:29][C:28]=1[S:33]([NH:34][C:1](=[O:11])[CH2:2][CH2:3][CH2:4][CH2:5][CH3:6])(=[O:36])=[O:35])=[O:25])[CH2:14][CH2:15][CH2:16][CH2:17][CH2:18][CH3:19]. The catalyst class is: 367. (9) Reactant: [CH2:1]([NH:8][CH2:9]C(O)=O)[C:2]1[CH:7]=[CH:6][CH:5]=[CH:4][CH:3]=1.[C:13]([O:21][CH3:22])(=[O:20])/[CH:14]=[CH:15]\[C:16]([O:18][CH3:19])=[O:17].C=O.[CH3:25]CN(C(C)C)C(C)C. Product: [CH2:1]([N:8]1[CH2:9][C@H:15]([C:16]([O:18][CH3:19])=[O:17])[C@H:14]([C:13]([O:21][CH3:22])=[O:20])[CH2:25]1)[C:2]1[CH:3]=[CH:4][CH:5]=[CH:6][CH:7]=1. The catalyst class is: 11.